From a dataset of Reaction yield outcomes from USPTO patents with 853,638 reactions. Predict the reaction yield, written as a fraction of the theoretical maximum amount of product (1.0 means a 100% yield; for example, 0.34 means a 34% yield). (1) The reactants are [F:1][C:2]([F:28])([F:27])[C:3]1[CH:8]=[CH:7][C:6]([C:9]2[C:10]([C:15]([NH:17][C:18]3[CH:19]=[C:20]([C:24](O)=[O:25])[N:21]([CH3:23])[CH:22]=3)=[O:16])=[CH:11][CH:12]=[CH:13][CH:14]=2)=[CH:5][CH:4]=1.[O:29]1[C:33]2([CH2:38][CH2:37][N:36]([C:39]3[CH:46]=[CH:45][C:42]([CH2:43][NH2:44])=[CH:41][CH:40]=3)[CH2:35][CH2:34]2)[O:32][CH2:31][CH2:30]1.CN(C(ON1N=NC2C=CC=CC1=2)=[N+](C)C)C.[B-](F)(F)(F)F.C(N(CC)CC)C. The catalyst is O1CCCC1. The product is [O:32]1[C:33]2([CH2:38][CH2:37][N:36]([C:39]3[CH:46]=[CH:45][C:42]([CH2:43][NH:44][C:24]([C:20]4[N:21]([CH3:23])[CH:22]=[C:18]([NH:17][C:15]([C:10]5[C:9]([C:6]6[CH:7]=[CH:8][C:3]([C:2]([F:28])([F:1])[F:27])=[CH:4][CH:5]=6)=[CH:14][CH:13]=[CH:12][CH:11]=5)=[O:16])[CH:19]=4)=[O:25])=[CH:41][CH:40]=3)[CH2:35][CH2:34]2)[O:29][CH2:30][CH2:31]1. The yield is 0.900. (2) The reactants are [CH2:1]([O:3][C:4]([C:6]1[C:11]([Cl:12])=[CH:10][C:9](=[O:13])[N:8]([CH3:14])[CH:7]=1)=[O:5])[CH3:2].C1C(=O)N([Cl:22])C(=O)C1. The catalyst is CN(C=O)C.CCOC(C)=O. The product is [CH2:1]([O:3][C:4]([C:6]1[C:11]([Cl:12])=[C:10]([Cl:22])[C:9](=[O:13])[N:8]([CH3:14])[CH:7]=1)=[O:5])[CH3:2]. The yield is 0.950. (3) The reactants are [F:1][C:2]([F:47])([F:46])[C:3]1[CH:4]=[C:5]([CH:39]=[C:40]([C:42]([F:45])([F:44])[F:43])[CH:41]=1)[CH2:6][N:7]([C:33]1[N:34]=[N:35][N:36]([CH3:38])[N:37]=1)[C@H:8]1[CH2:14][CH2:13][CH2:12][N:11]([CH2:15][C:16]2[CH:23]=[CH:22][C:19]([C:20]#[N:21])=[CH:18][CH:17]=2)[C:10]2[CH:24]=[C:25]([C:29]([F:32])([F:31])[F:30])[C:26]([CH3:28])=[CH:27][C:9]1=2.[N-:48]=[N+:49]=[N-:50].[Na+].Cl.C(N(CC)CC)C. The product is [F:43][C:42]([F:45])([F:44])[C:40]1[CH:39]=[C:5]([CH:4]=[C:3]([C:2]([F:46])([F:1])[F:47])[CH:41]=1)[CH2:6][N:7]([C:33]1[N:34]=[N:35][N:36]([CH3:38])[N:37]=1)[C@H:8]1[CH2:14][CH2:13][CH2:12][N:11]([CH2:15][C:16]2[CH:23]=[CH:22][C:19]([C:20]3[NH:50][N:49]=[N:48][N:21]=3)=[CH:18][CH:17]=2)[C:10]2[CH:24]=[C:25]([C:29]([F:30])([F:31])[F:32])[C:26]([CH3:28])=[CH:27][C:9]1=2. The yield is 0.820. The catalyst is C1(C)C=CC=CC=1.C(OCC)(=O)C. (4) The reactants are [CH2:1]([O:8][C:9]1[CH:18]=[C:17]([O:19][CH2:20][C:21]2[CH:26]=[CH:25][CH:24]=[CH:23][CH:22]=2)[C:16]([C:27]([CH3:29])=[CH2:28])=[CH:15][C:10]=1[C:11]([O:13]C)=[O:12])[C:2]1[CH:7]=[CH:6][CH:5]=[CH:4][CH:3]=1.[OH-].[K+]. The catalyst is CO.O. The product is [CH2:1]([O:8][C:9]1[CH:18]=[C:17]([O:19][CH2:20][C:21]2[CH:26]=[CH:25][CH:24]=[CH:23][CH:22]=2)[C:16]([C:27]([CH3:29])=[CH2:28])=[CH:15][C:10]=1[C:11]([OH:13])=[O:12])[C:2]1[CH:3]=[CH:4][CH:5]=[CH:6][CH:7]=1. The yield is 0.890. (5) The yield is 1.09. The product is [ClH:23].[NH2:1][C@H:2]1[CH2:7][CH2:6][C@H:5]([NH:8][C:9](=[O:15])[CH3:16])[CH2:4][CH2:3]1. The reactants are [NH2:1][C@H:2]1[CH2:7][CH2:6][C@H:5]([NH:8][C:9](=[O:15])OC(C)(C)C)[CH2:4][CH2:3]1.[C:16](OC(=O)C)(=O)C.[ClH:23].O1CCOCC1. The catalyst is C(Cl)Cl. (6) The reactants are [Cl-].O[NH3+:3].[C:4](=[O:7])([O-])[OH:5].[Na+].CS(C)=O.[CH2:13]([N:20]1[C:25](=[O:26])[C:24]([CH2:27][C:28]2[CH:33]=[CH:32][C:31]([C:34]3[C:35]([C:40]#[N:41])=[CH:36][CH:37]=[CH:38][CH:39]=3)=[CH:30][CH:29]=2)=[C:23]([CH2:42][CH2:43][CH2:44][CH3:45])[N:22]=[C:21]1[CH2:46][F:47])[C:14]1[CH:19]=[CH:18][CH:17]=[CH:16][CH:15]=1. The catalyst is C(OCC)(=O)C. The product is [CH2:13]([N:20]1[C:25](=[O:26])[C:24]([CH2:27][C:28]2[CH:33]=[CH:32][C:31]([C:34]3[CH:39]=[CH:38][CH:37]=[CH:36][C:35]=3[C:40]3[NH:3][C:4](=[O:7])[O:5][N:41]=3)=[CH:30][CH:29]=2)=[C:23]([CH2:42][CH2:43][CH2:44][CH3:45])[N:22]=[C:21]1[CH2:46][F:47])[C:14]1[CH:15]=[CH:16][CH:17]=[CH:18][CH:19]=1. The yield is 0.420.